This data is from Catalyst prediction with 721,799 reactions and 888 catalyst types from USPTO. The task is: Predict which catalyst facilitates the given reaction. (1) Reactant: [CH3:1][O:2][C:3]1[CH:24]=[CH:23][C:6]([CH2:7][S:8][C:9]2[N:14]=[C:13]([NH:15][CH3:16])[CH:12]=[C:11]([N:17]3[CH2:22][CH2:21][O:20][CH2:19][CH2:18]3)[N:10]=2)=[CH:5][CH:4]=1.[N:25]([O-])=O.[Na+]. Product: [NH2:25][C:12]1[C:11]([N:17]2[CH2:18][CH2:19][O:20][CH2:21][CH2:22]2)=[N:10][C:9]([S:8][CH2:7][C:6]2[CH:5]=[CH:4][C:3]([O:2][CH3:1])=[CH:24][CH:23]=2)=[N:14][C:13]=1[NH:15][CH3:16]. The catalyst class is: 15. (2) Reactant: [C:1]1([C@H:7]([NH2:9])[CH3:8])[CH:6]=[CH:5][CH:4]=[CH:3][CH:2]=1.S([O-])([O-])(=O)=O.[Na+].[Na+].[CH2:17]([O:19][C:20](=[O:23])[CH:21]=O)[CH3:18]. Product: [CH2:17]([O:19][C:20](=[O:23])[CH:21]=[N:9][C@@H:7]([C:1]1[CH:6]=[CH:5][CH:4]=[CH:3][CH:2]=1)[CH3:8])[CH3:18]. The catalyst class is: 11. (3) Reactant: [NH2:1][CH2:2][CH2:3][CH2:4][OH:5].C(N(CC)CC)C.Cl[C:14]([O:16][CH2:17][C:18]1[CH:23]=[CH:22][C:21]([N+:24]([O-:26])=[O:25])=[CH:20][CH:19]=1)=[O:15]. Product: [N+:24]([C:21]1[CH:20]=[CH:19][C:18]([CH2:17][O:16][C:14]([NH:1][CH2:2][CH2:3][CH2:4][OH:5])=[O:15])=[CH:23][CH:22]=1)([O-:26])=[O:25]. The catalyst class is: 1. (4) Reactant: [OH:1][C@H:2]1[C:11]2[C:6](=[CH:7][CH:8]=[CH:9][CH:10]=2)[C@@H:5]([N:12]2[C:20](=[O:21])[C:19]3[C:14](=[CH:15][CH:16]=[CH:17][CH:18]=3)[C:13]2=[O:22])[CH2:4][CH2:3]1.[H-].[Na+].Cl[CH2:26][C:27]([N:29]1[CH2:34][CH2:33][O:32][CH2:31][CH2:30]1)=[O:28]. Product: [N:29]1([C:27](=[O:28])[CH2:26][O:1][C@H:2]2[C:11]3[C:6](=[CH:7][CH:8]=[CH:9][CH:10]=3)[C@@H:5]([N:12]3[C:20](=[O:21])[C:19]4[C:14](=[CH:15][CH:16]=[CH:17][CH:18]=4)[C:13]3=[O:22])[CH2:4][CH2:3]2)[CH2:34][CH2:33][O:32][CH2:31][CH2:30]1. The catalyst class is: 20. (5) Reactant: [CH3:1][C:2]1[N:3]=[CH:4][N:5]([C:7]2[CH:12]=[CH:11][C:10]([N+:13]([O-])=O)=[CH:9][C:8]=2[C:16]([F:19])([F:18])[F:17])[CH:6]=1. Product: [CH3:1][C:2]1[N:3]=[CH:4][N:5]([C:7]2[CH:12]=[CH:11][C:10]([NH2:13])=[CH:9][C:8]=2[C:16]([F:19])([F:17])[F:18])[CH:6]=1. The catalyst class is: 29. (6) Reactant: O[CH2:2][CH2:3][O:4][C:5]1[C:10]([CH3:11])=[CH:9][C:8]([C:12]2[NH:13][C:14](=[O:26])[C:15]3[C:20]([CH:21]=2)=[CH:19][C:18]([O:22][CH3:23])=[CH:17][C:16]=3[O:24][CH3:25])=[CH:7][C:6]=1[CH3:27].[C:28]1(=[O:38])[C:36]2[C:31](=[CH:32][CH:33]=[CH:34][CH:35]=2)[C:30](=[O:37])[NH:29]1.C1(P(C2C=CC=CC=2)C2C=CC=CC=2)C=CC=CC=1.N(C(OCC)=O)=NC(OCC)=O. Product: [CH3:23][O:22][C:18]1[CH:19]=[C:20]2[C:15](=[C:16]([O:24][CH3:25])[CH:17]=1)[C:14](=[O:26])[NH:13][C:12]([C:8]1[CH:9]=[C:10]([CH3:11])[C:5]([O:4][CH2:3][CH2:2][N:29]3[C:30](=[O:37])[C:31]4[C:36](=[CH:35][CH:34]=[CH:33][CH:32]=4)[C:28]3=[O:38])=[C:6]([CH3:27])[CH:7]=1)=[CH:21]2. The catalyst class is: 1. (7) Reactant: [CH2:1]([O:8][N:9]1[C:14]2=[N:15][CH:16]=[N:17][CH:18]=[C:13]2[C:12](=[O:19])[N:11](CC2C=CC(OC)=CC=2)[C:10]1=[O:29])[C:2]1[CH:7]=[CH:6][CH:5]=[CH:4][CH:3]=1.O=[N+]([O-])[O-].[O-][N+](=O)[O-].[O-][N+](=O)[O-].[O-][N+](=O)[O-].[O-][N+](=O)[O-].[O-][N+](=O)[O-].[Ce+4].[NH4+].[NH4+].C(OCC)(=O)C. Product: [CH2:1]([O:8][N:9]1[C:14]2=[N:15][CH:16]=[N:17][CH:18]=[C:13]2[C:12]([OH:19])=[N:11][C:10]1=[O:29])[C:2]1[CH:7]=[CH:6][CH:5]=[CH:4][CH:3]=1. The catalyst class is: 47. (8) Reactant: [F:1][C:2]1[CH:3]=[C:4]([CH:8]=[CH:9][CH:10]=1)[C:5](Cl)=[O:6].[Cl:11][C:12]1[CH:13]=[C:14]([C@@H:19]([CH2:35][NH:36][CH3:37])[CH2:20][CH2:21][N:22]2[CH2:27][CH2:26][CH:25]([N:28]3[CH2:33][CH2:32][CH2:31][CH2:30][C:29]3=[O:34])[CH2:24][CH2:23]2)[CH:15]=[CH:16][C:17]=1[Cl:18]. Product: [Cl:11][C:12]1[CH:13]=[C:14]([C@H:19]([CH2:20][CH2:21][N:22]2[CH2:23][CH2:24][CH:25]([N:28]3[CH2:33][CH2:32][CH2:31][CH2:30][C:29]3=[O:34])[CH2:26][CH2:27]2)[CH2:35][N:36]([CH3:37])[C:5](=[O:6])[C:4]2[CH:8]=[CH:9][CH:10]=[C:2]([F:1])[CH:3]=2)[CH:15]=[CH:16][C:17]=1[Cl:18]. The catalyst class is: 4. (9) Reactant: FC(F)(F)S(O[C:7]1[CH2:12][C:11]([CH3:14])([CH3:13])[CH2:10][C:9](=[O:15])[CH:8]=1)(=O)=O.C([O-])(=O)C.[K+].[B:23]1([B:23]2[O:27][C:26]([CH3:29])([CH3:28])[C:25]([CH3:31])([CH3:30])[O:24]2)[O:27][C:26]([CH3:29])([CH3:28])[C:25]([CH3:31])([CH3:30])[O:24]1. Product: [CH3:13][C:11]1([CH3:14])[CH2:10][C:9](=[O:15])[CH:8]=[C:7]([B:23]2[O:27][C:26]([CH3:29])([CH3:28])[C:25]([CH3:31])([CH3:30])[O:24]2)[CH2:12]1. The catalyst class is: 819.